Regression. Given two drug SMILES strings and cell line genomic features, predict the synergy score measuring deviation from expected non-interaction effect. From a dataset of NCI-60 drug combinations with 297,098 pairs across 59 cell lines. (1) Drug 2: CC=C1C(=O)NC(C(=O)OC2CC(=O)NC(C(=O)NC(CSSCCC=C2)C(=O)N1)C(C)C)C(C)C. Cell line: MDA-MB-435. Drug 1: CN1C(=O)N2C=NC(=C2N=N1)C(=O)N. Synergy scores: CSS=52.5, Synergy_ZIP=1.62, Synergy_Bliss=-2.85, Synergy_Loewe=-63.8, Synergy_HSA=-4.90. (2) Drug 1: CC1=C2C(C(=O)C3(C(CC4C(C3C(C(C2(C)C)(CC1OC(=O)C(C(C5=CC=CC=C5)NC(=O)C6=CC=CC=C6)O)O)OC(=O)C7=CC=CC=C7)(CO4)OC(=O)C)O)C)OC(=O)C. Drug 2: C1=CC=C(C(=C1)C(C2=CC=C(C=C2)Cl)C(Cl)Cl)Cl. Cell line: SK-MEL-28. Synergy scores: CSS=43.3, Synergy_ZIP=-1.60, Synergy_Bliss=-3.31, Synergy_Loewe=-58.8, Synergy_HSA=-4.17. (3) Drug 1: C1=CC(=CC=C1CCC2=CNC3=C2C(=O)NC(=N3)N)C(=O)NC(CCC(=O)O)C(=O)O. Drug 2: COC1=CC(=CC(=C1O)OC)C2C3C(COC3=O)C(C4=CC5=C(C=C24)OCO5)OC6C(C(C7C(O6)COC(O7)C8=CC=CS8)O)O. Cell line: SR. Synergy scores: CSS=69.0, Synergy_ZIP=-0.987, Synergy_Bliss=-2.31, Synergy_Loewe=-1.77, Synergy_HSA=1.90. (4) Drug 1: C1CCN(CC1)CCOC2=CC=C(C=C2)C(=O)C3=C(SC4=C3C=CC(=C4)O)C5=CC=C(C=C5)O. Drug 2: C1=NNC2=C1C(=O)NC=N2. Cell line: CAKI-1. Synergy scores: CSS=18.1, Synergy_ZIP=-6.62, Synergy_Bliss=-1.84, Synergy_Loewe=0.941, Synergy_HSA=0.600. (5) Cell line: HS 578T. Drug 2: C1=NC(=NC(=O)N1C2C(C(C(O2)CO)O)O)N. Drug 1: C1=CC(=CC=C1CCCC(=O)O)N(CCCl)CCCl. Synergy scores: CSS=6.66, Synergy_ZIP=-6.65, Synergy_Bliss=-7.77, Synergy_Loewe=-7.42, Synergy_HSA=-7.14. (6) Drug 1: CC1OCC2C(O1)C(C(C(O2)OC3C4COC(=O)C4C(C5=CC6=C(C=C35)OCO6)C7=CC(=C(C(=C7)OC)O)OC)O)O. Drug 2: C1=CC=C(C=C1)NC(=O)CCCCCCC(=O)NO. Cell line: UACC62. Synergy scores: CSS=66.2, Synergy_ZIP=4.92, Synergy_Bliss=5.46, Synergy_Loewe=5.04, Synergy_HSA=9.10.